Predict the product of the given reaction. From a dataset of Forward reaction prediction with 1.9M reactions from USPTO patents (1976-2016). (1) Given the reactants F[C:2]1[CH:9]=[C:8](F)[CH:7]=[CH:6][C:3]=1[C:4]#[N:5].[O-:11][CH2:12][CH3:13].[K+].C1C[O:18][CH2:17][CH2:16]1, predict the reaction product. The product is: [CH2:12]([O:11][C:2]1[CH:9]=[C:8]([O:18][CH2:17][CH3:16])[CH:7]=[CH:6][C:3]=1[C:4]#[N:5])[CH3:13]. (2) Given the reactants [CH3:1]OC(C1C(O)=C2C(C=CC=N2)=CN=1)=O.[CH:16]([O:19][C:20]([C:22]1[C:27]([CH2:28][N:29]([S:35]([C:38]2[CH:43]=[CH:42][CH:41]=[CH:40][CH:39]=2)(=[O:37])=[O:36])[CH2:30][C:31]([O:33][CH3:34])=[O:32])=[CH:26][CH:25]=[CH:24][N:23]=1)=[O:21])([CH3:18])[CH3:17].N(C(OC(C)C)=O)=NC(OC(C)C)=O.C(OC(C1C(CO)=CC=C(C)N=1)=O)(C)C.COC(=O)CNS(C1C=CC=CC=1)(=O)=O.C1(P(C2C=CC=CC=2)C2C=CC=CC=2)C=CC=CC=1, predict the reaction product. The product is: [CH:16]([O:19][C:20]([C:22]1[C:27]([CH2:28][N:29]([S:35]([C:38]2[CH:43]=[CH:42][CH:41]=[CH:40][CH:39]=2)(=[O:37])=[O:36])[CH2:30][C:31]([O:33][CH3:34])=[O:32])=[CH:26][CH:25]=[C:24]([CH3:1])[N:23]=1)=[O:21])([CH3:18])[CH3:17]. (3) Given the reactants [CH2:1]([O:3][C:4]([CH:6]1[CH:13]2[CH:7]1[CH2:8][CH2:9][CH:10]([O:14][Si](C(C)(C)C)(C1C=CC=CC=1)C1C=CC=CC=1)[CH2:11][CH2:12]2)=[O:5])[CH3:2].Cl, predict the reaction product. The product is: [CH2:1]([O:3][C:4]([CH:6]1[CH:13]2[CH:7]1[CH2:8][CH2:9][CH:10]([OH:14])[CH2:11][CH2:12]2)=[O:5])[CH3:2]. (4) Given the reactants [CH2:1]([N:8]([CH2:39][C:40]1[CH:45]=[CH:44][CH:43]=[CH:42][CH:41]=1)[C:9]([C@H:11]1[C@H:16]([C:17](=O)[N:18]([CH2:26][C:27]2[CH:32]=[CH:31][CH:30]=[CH:29][CH:28]=2)[CH2:19][C:20]2[CH:25]=[CH:24][CH:23]=[CH:22][CH:21]=2)[CH2:15][CH2:14][C@@H:13]([CH2:34][C:35](OC)=[O:36])[CH2:12]1)=O)[C:2]1[CH:7]=[CH:6][CH:5]=[CH:4][CH:3]=1.[H-].[Al+3].[Li+].[H-].[H-].[H-], predict the reaction product. The product is: [CH2:1]([N:8]([CH2:9][C@H:11]1[C@H:16]([CH2:17][N:18]([CH2:19][C:20]2[CH:21]=[CH:22][CH:23]=[CH:24][CH:25]=2)[CH2:26][C:27]2[CH:28]=[CH:29][CH:30]=[CH:31][CH:32]=2)[CH2:15][CH2:14][C@@H:13]([CH2:34][CH2:35][OH:36])[CH2:12]1)[CH2:39][C:40]1[CH:45]=[CH:44][CH:43]=[CH:42][CH:41]=1)[C:2]1[CH:3]=[CH:4][CH:5]=[CH:6][CH:7]=1. (5) Given the reactants [OH:1][C@@:2]([C@@H:15]1[CH2:20][CH2:19][CH2:18][N:17]([C:21](Cl)=[O:22])[CH2:16]1)([C:9]1[CH:14]=[CH:13][CH:12]=[CH:11][CH:10]=1)[CH2:3][CH2:4][CH2:5][CH2:6][O:7][CH3:8].[N:24]([CH2:27][C@@H:28]([NH2:36])[CH2:29][C:30]1[CH:35]=[CH:34][CH:33]=[CH:32][CH:31]=1)=[N+:25]=[N-:26].C(N(CC)CC)C, predict the reaction product. The product is: [N:24]([CH2:27][C@@H:28]([NH:36][C:21]([N:17]1[CH2:18][CH2:19][CH2:20][C@@H:15]([C@:2]([OH:1])([C:9]2[CH:14]=[CH:13][CH:12]=[CH:11][CH:10]=2)[CH2:3][CH2:4][CH2:5][CH2:6][O:7][CH3:8])[CH2:16]1)=[O:22])[CH2:29][C:30]1[CH:35]=[CH:34][CH:33]=[CH:32][CH:31]=1)=[N+:25]=[N-:26]. (6) Given the reactants Cl[C:2]1[CH:7]=[C:6]([Cl:8])[N:5]=[CH:4][N:3]=1.[NH:9]1[CH:13]=[N:12][CH:11]=[N:10]1.[OH-].[Na+], predict the reaction product. The product is: [Cl:8][C:6]1[CH:7]=[C:2]([N:9]2[CH:13]=[N:12][CH:11]=[N:10]2)[N:3]=[CH:4][N:5]=1. (7) Given the reactants [C:1]([NH:6][C:7]1[S:8][CH:9]=[C:10]([C:12](OCC)=[O:13])[N:11]=1)(=[O:5])[CH:2]([CH3:4])[CH3:3].[BH4-].[Li+], predict the reaction product. The product is: [OH:13][CH2:12][C:10]1[N:11]=[C:7]([NH:6][C:1](=[O:5])[CH:2]([CH3:3])[CH3:4])[S:8][CH:9]=1.